This data is from Reaction yield outcomes from USPTO patents with 853,638 reactions. The task is: Predict the reaction yield, written as a fraction of the theoretical maximum amount of product (1.0 means a 100% yield; for example, 0.34 means a 34% yield). (1) The reactants are [C:1]([N:8]1[CH2:13][CH2:12][CH2:11][CH2:10][C:9]1=O)([O:3][C:4]([CH3:7])([CH3:6])[CH3:5])=[O:2].S(C1C=CC(C)=CC=1)(O)(=O)=O.[CH:26]1([O:31][C:32](=[O:37])[C:33]([CH3:36])([CH3:35])[NH2:34])[CH2:30][CH2:29][CH2:28][CH2:27]1.C(O[BH-](OC(=O)C)OC(=O)C)(=O)C.[Na+].C(OCC)(=O)C. The catalyst is ClC(Cl)C. The product is [CH:26]1([O:31][C:32](=[O:37])[C:33]([NH:34][CH:11]2[CH2:12][CH2:13][N:8]([C:1]([O:3][C:4]([CH3:7])([CH3:6])[CH3:5])=[O:2])[CH2:9][CH2:10]2)([CH3:35])[CH3:36])[CH2:27][CH2:28][CH2:29][CH2:30]1. The yield is 0.840. (2) The reactants are CN([C:4]1[C:9]([C:4]2[C:9](P(C3CCCCC3)C3CCCCC3)=[CH:8][CH:7]=[CH:6][CH:5]=2)=[CH:8][CH:7]=[CH:6][CH:5]=1)C.CC(C)([O-])C.[Na+].[NH2:35][C@H:36]1[C:45]2[C:40](=[CH:41][CH:42]=[C:43]([N:46]3[CH2:51][CH2:50][O:49][CH2:48][CH2:47]3)[CH:44]=2)[N:39]([C:52](=[O:54])[CH3:53])[C@@H:38]([CH2:55][CH3:56])[C@@H:37]1[CH3:57].BrC1C=CC=CC=1. The catalyst is C1C=CC(/C=C/C(/C=C/C2C=CC=CC=2)=O)=CC=1.C1C=CC(/C=C/C(/C=C/C2C=CC=CC=2)=O)=CC=1.C1C=CC(/C=C/C(/C=C/C2C=CC=CC=2)=O)=CC=1.[Pd].[Pd].O1CCOCC1. The product is [CH2:55]([C@H:38]1[C@H:37]([CH3:57])[C@@H:36]([NH:35][C:4]2[CH:9]=[CH:8][CH:7]=[CH:6][CH:5]=2)[C:45]2[C:40](=[CH:41][CH:42]=[C:43]([N:46]3[CH2:47][CH2:48][O:49][CH2:50][CH2:51]3)[CH:44]=2)[N:39]1[C:52](=[O:54])[CH3:53])[CH3:56]. The yield is 0.231. (3) The reactants are [C:1]([O:5][C:6]([N:8]1[CH2:13][CH2:12][CH:11]([C:14]2[C:23]3[C:18](=[CH:19][C:20]([N:25]4[CH2:30][CH2:29][O:28][CH2:27][CH2:26]4)=[C:21](F)[CH:22]=3)[N:17]=[CH:16][N:15]=2)[CH2:10][CH2:9]1)=[O:7])([CH3:4])([CH3:3])[CH3:2].CS(C)=O.[O:35]([CH3:37])[K].CO.[Al]. The catalyst is C1(C)C=CC=CC=1. The product is [C:1]([O:5][C:6]([N:8]1[CH2:13][CH2:12][CH:11]([C:14]2[C:23]3[C:18](=[CH:19][C:20]([N:25]4[CH2:30][CH2:29][O:28][CH2:27][CH2:26]4)=[C:21]([O:35][CH3:37])[CH:22]=3)[N:17]=[CH:16][N:15]=2)[CH2:10][CH2:9]1)=[O:7])([CH3:4])([CH3:3])[CH3:2]. The yield is 0.670. (4) The reactants are [CH3:1][O:2][C:3](=[O:39])[NH:4][CH2:5][CH2:6][CH2:7][O:8][C:9]1[CH:14]=[CH:13][C:12]([C:15]([N:17]2[C:26]3[C:21](=[CH:22][CH:23]=[CH:24][CH:25]=3)[C@H:20]([N:27]([C:35](=[O:37])[CH3:36])[C:28]3[CH:33]=[CH:32][C:31]([Cl:34])=[CH:30][CH:29]=3)[CH2:19][C@@H:18]2[CH3:38])=[O:16])=[CH:11][CH:10]=1.[H-].[Na+].[CH2:42](I)[CH3:43]. The catalyst is C1COCC1.CN(C=O)C. The product is [CH3:1][O:2][C:3](=[O:39])[N:4]([CH2:5][CH2:6][CH2:7][O:8][C:9]1[CH:10]=[CH:11][C:12]([C:15]([N:17]2[C:26]3[C:21](=[CH:22][CH:23]=[CH:24][CH:25]=3)[C@H:20]([N:27]([C:35](=[O:37])[CH3:36])[C:28]3[CH:29]=[CH:30][C:31]([Cl:34])=[CH:32][CH:33]=3)[CH2:19][C@@H:18]2[CH3:38])=[O:16])=[CH:13][CH:14]=1)[CH2:42][CH3:43]. The yield is 0.350. (5) The reactants are [CH:1](NC(C)C)(C)C.[Li]CCCC.[CH3:13][O:14][C:15](=[O:24])[C:16]([C:18]12[CH2:23][CH:22]1[CH2:21][CH2:20][CH2:19]2)=O.S(=O)(=O)(O)O.[Cl-].[Na+]. The catalyst is CCCCCC.[Br-].C[P+](C1C=CC=CC=1)(C1C=CC=CC=1)C1C=CC=CC=1.O1CCCC1. The product is [CH3:13][O:14][C:15](=[O:24])[C:16]([C:18]12[CH2:23][CH:22]1[CH2:21][CH2:20][CH2:19]2)=[CH2:1]. The yield is 0.850. (6) The reactants are S(Cl)(Cl)=O.C1(C2C=CC(C(O)=O)=CC=2)CCCCC1.C1(C2C=CC(C(Cl)=O)=CC=2)CCCCC1.[Cl:35][C:36]1[CH:37]=[C:38]([CH:40]=[CH:41][C:42]=1[O:43][C:44]1[C:53]2[C:48](=[CH:49][C:50]([O:56][CH3:57])=[C:51]([O:54][CH3:55])[CH:52]=2)[N:47]=[CH:46][CH:45]=1)[NH2:39].[CH:58]1([C:64]2[CH:69]=[CH:68][C:67]([C:70]([N:72]=[C:73]=[S:74])=[O:71])=[CH:66][CH:65]=2)[CH2:63][CH2:62][CH2:61][CH2:60][CH2:59]1. The catalyst is C1(C)C=CC=CC=1.C(O)C. The product is [Cl:35][C:36]1[CH:37]=[C:38]([NH:39][C:73]([NH:72][C:70](=[O:71])[C:67]2[CH:68]=[CH:69][C:64]([CH:58]3[CH2:59][CH2:60][CH2:61][CH2:62][CH2:63]3)=[CH:65][CH:66]=2)=[S:74])[CH:40]=[CH:41][C:42]=1[O:43][C:44]1[C:53]2[C:48](=[CH:49][C:50]([O:56][CH3:57])=[C:51]([O:54][CH3:55])[CH:52]=2)[N:47]=[CH:46][CH:45]=1. The yield is 0.540. (7) The reactants are C([O:3][C:4](=[O:38])[CH2:5][CH2:6][CH2:7][CH2:8][CH2:9][O:10][C:11]1[CH:16]=[CH:15][C:14]([C:17]([CH2:35][CH3:36])([C:20]2[CH:25]=[CH:24][C:23]([C:26]#[C:27][C:28]3([OH:33])[CH2:32][CH2:31][CH2:30][CH2:29]3)=[C:22]([CH3:34])[CH:21]=2)[CH2:18][CH3:19])=[CH:13][C:12]=1[CH3:37])C.[OH-].[K+].Cl. The catalyst is CO. The product is [CH2:18]([C:17]([C:14]1[CH:15]=[CH:16][C:11]([O:10][CH2:9][CH2:8][CH2:7][CH2:6][CH2:5][C:4]([OH:38])=[O:3])=[C:12]([CH3:37])[CH:13]=1)([C:20]1[CH:25]=[CH:24][C:23]([C:26]#[C:27][C:28]2([OH:33])[CH2:29][CH2:30][CH2:31][CH2:32]2)=[C:22]([CH3:34])[CH:21]=1)[CH2:35][CH3:36])[CH3:19]. The yield is 0.840. (8) The reactants are [CH:1]1([C:5]2[CH:14]=[CH:13][C:8]([C:9]([O:11][CH3:12])=[O:10])=[C:7]([CH2:15][CH3:16])[CH:6]=2)[CH2:4][CH2:3][CH2:2]1.[I:17]I.S(=O)(=O)(O)O. The catalyst is C(O)(=O)C. The product is [CH:1]1([C:5]2[C:14]([I:17])=[CH:13][C:8]([C:9]([O:11][CH3:12])=[O:10])=[C:7]([CH2:15][CH3:16])[CH:6]=2)[CH2:2][CH2:3][CH2:4]1. The yield is 0.860. (9) The reactants are Br[C:2]1[CH:3]=[C:4]2[C:9](=[CH:10][CH:11]=1)[N:8]=[CH:7][C:6]([C:12](=[O:14])[CH3:13])=[C:5]2[NH:15][C:16]1[CH:21]=[CH:20][C:19]([CH2:22][CH2:23][N:24]([CH3:26])[CH3:25])=[CH:18][CH:17]=1.[Cl:27][C:28]1[CH:33]=[C:32](B2OC(C)(C)C(C)(C)O2)[CH:31]=[C:30]([Cl:43])[C:29]=1[OH:44]. No catalyst specified. The product is [Cl:27][C:28]1[CH:33]=[C:32]([C:2]2[CH:3]=[C:4]3[C:9](=[CH:10][CH:11]=2)[N:8]=[CH:7][C:6]([C:12](=[O:14])[CH3:13])=[C:5]3[NH:15][C:16]2[CH:21]=[CH:20][C:19]([CH2:22][CH2:23][N:24]([CH3:26])[CH3:25])=[CH:18][CH:17]=2)[CH:31]=[C:30]([Cl:43])[C:29]=1[OH:44]. The yield is 0.550. (10) The yield is 0.650. The reactants are [CH3:1][O:2][C:3]1[CH:4]=[CH:5][C:6]2[C:12]3[C:13]([O:21][CH3:22])=[C:14]([O:19][CH3:20])[C:15]([O:17][CH3:18])=[CH:16][C:11]=3[CH2:10][CH2:9][C@H:8]([NH2:23])[C:7]=2[CH:24]=1.[CH3:25][CH2:26]N=C=NCCCN(C)C.[C:36]([O:40][C:41]([NH:43][CH2:44][C:45]([NH:47][CH2:48][C:49]([OH:51])=O)=[O:46])=[O:42])([CH3:39])(C)C. The product is [CH3:1][O:2][C:3]1[CH:4]=[CH:5][C:6]2[C:12]3[C:13]([O:21][CH3:22])=[C:14]([O:19][CH3:20])[C:15]([O:17][CH3:18])=[CH:16][C:11]=3[CH2:10][CH2:9][C@H:8]([NH:23][C:49](=[O:51])[CH2:48][NH:47][C:45](=[O:46])[CH2:44][NH:43][C:41]([O:40][CH2:36][CH2:39][CH2:25][CH3:26])=[O:42])[C:7]=2[CH:24]=1. The catalyst is CN(C1C=CN=CC=1)C.ClCCl.